Dataset: Peptide-MHC class I binding affinity with 185,985 pairs from IEDB/IMGT. Task: Regression. Given a peptide amino acid sequence and an MHC pseudo amino acid sequence, predict their binding affinity value. This is MHC class I binding data. (1) The peptide sequence is ITDEINQIK. The MHC is HLA-B15:01 with pseudo-sequence HLA-B15:01. The binding affinity (normalized) is 0.0847. (2) The peptide sequence is SVPAEILRK. The MHC is HLA-A11:01 with pseudo-sequence HLA-A11:01. The binding affinity (normalized) is 0.763.